The task is: Regression. Given a peptide amino acid sequence and an MHC pseudo amino acid sequence, predict their binding affinity value. This is MHC class II binding data.. This data is from Peptide-MHC class II binding affinity with 134,281 pairs from IEDB. (1) The peptide sequence is IQARAAALAFEQAYA. The MHC is HLA-DPA10103-DPB10301 with pseudo-sequence HLA-DPA10103-DPB10301. The binding affinity (normalized) is 1.00. (2) The peptide sequence is KAFVLDSDNLIPKVV. The MHC is DRB5_0101 with pseudo-sequence DRB5_0101. The binding affinity (normalized) is 0.615. (3) The peptide sequence is TFTMRLLSPVRVPNY. The MHC is DRB1_0301 with pseudo-sequence DRB1_0301. The binding affinity (normalized) is 0.142. (4) The peptide sequence is NVWERHYLAGEMTLM. The MHC is HLA-DQA10401-DQB10402 with pseudo-sequence HLA-DQA10401-DQB10402. The binding affinity (normalized) is 0.341. (5) The peptide sequence is AQGKAFYEAVAKAHQ. The MHC is DRB1_0301 with pseudo-sequence DRB1_0301. The binding affinity (normalized) is 0.231. (6) The peptide sequence is SCRDQSEAQLALTII. The MHC is DRB3_0202 with pseudo-sequence DRB3_0202. The binding affinity (normalized) is 0.